This data is from Full USPTO retrosynthesis dataset with 1.9M reactions from patents (1976-2016). The task is: Predict the reactants needed to synthesize the given product. (1) Given the product [C:29]([O:28][C:26](=[O:27])[NH:7][CH:6]1[CH2:5][C:4]2[C:11](=[CH:12][CH:13]=[CH:14][C:3]=2[CH3:2])[NH:15][C:8]1=[O:10])([CH3:32])([CH3:31])[CH3:30], predict the reactants needed to synthesize it. The reactants are: Cl.[CH3:2][C:3]1[CH:14]=[CH:13][CH:12]=[C:11]([N+:15]([O-])=O)[C:4]=1[CH2:5][C@@H:6]([C:8]([OH:10])=O)[NH2:7].O.C(N(CC)CC)C.[C:26](O[C:26]([O:28][C:29]([CH3:32])([CH3:31])[CH3:30])=[O:27])([O:28][C:29]([CH3:32])([CH3:31])[CH3:30])=[O:27]. (2) Given the product [CH:1]([C:3]1([CH3:16])[CH2:8][CH2:7][N:6]([C:9]([O:11][C:12]([CH3:15])([CH3:14])[CH3:13])=[O:10])[CH2:5][CH2:4]1)=[O:2], predict the reactants needed to synthesize it. The reactants are: [CH:1]([CH:3]1[CH2:8][CH2:7][N:6]([C:9]([O:11][C:12]([CH3:15])([CH3:14])[CH3:13])=[O:10])[CH2:5][CH2:4]1)=[O:2].[CH3:16]C(C)([O-])C.[K+].IC. (3) Given the product [F:24][C:2]([F:1])([F:25])[C:3]1[CH:23]=[CH:22][C:6]([CH2:7][O:8][C:9]2[CH:10]=[CH:11][C:12]3[CH:16]=[C:15]([C:17]([OH:19])=[O:18])[S:14][C:13]=3[CH:21]=2)=[CH:5][CH:4]=1, predict the reactants needed to synthesize it. The reactants are: [F:1][C:2]([F:25])([F:24])[C:3]1[CH:23]=[CH:22][C:6]([CH2:7][O:8][C:9]2[CH:10]=[CH:11][C:12]3[CH:16]=[C:15]([C:17]([O:19]C)=[O:18])[S:14][C:13]=3[CH:21]=2)=[CH:5][CH:4]=1.O.[OH-].[Li+].O.Cl. (4) Given the product [CH3:18][C:12]1[CH:13]=[C:14]([CH3:17])[CH:15]=[CH:16][C:11]=1[C:9]1[C:10]2[C:2]([C:27]([OH:29])=[O:28])=[CH:3][N:4]([CH2:19][O:20][CH2:21][CH2:22][Si:23]([CH3:26])([CH3:25])[CH3:24])[C:5]=2[N:6]=[CH:7][N:8]=1, predict the reactants needed to synthesize it. The reactants are: Br[C:2]1[C:10]2[C:9]([C:11]3[CH:16]=[CH:15][C:14]([CH3:17])=[CH:13][C:12]=3[CH3:18])=[N:8][CH:7]=[N:6][C:5]=2[N:4]([CH2:19][O:20][CH2:21][CH2:22][Si:23]([CH3:26])([CH3:25])[CH3:24])[CH:3]=1.[C:27](=[O:29])=[O:28]. (5) Given the product [CH2:1]([C@:4]1([C:28]2[CH:29]=[CH:30][C:31]([F:34])=[CH:32][CH:33]=2)[CH2:9][CH2:8][N:7]([C@H:10]([C:12]2[CH:13]=[CH:14][C:15]([C:36]3[CH:37]=[CH:38][C:39](=[O:43])[N:40]([CH3:42])[CH:41]=3)=[CH:16][CH:17]=2)[CH3:11])[C:6](=[O:45])[CH2:5]1)[CH:2]=[CH2:3], predict the reactants needed to synthesize it. The reactants are: [CH2:1]([C@:4]1([C:28]2[CH:33]=[CH:32][C:31]([F:34])=[CH:30][CH:29]=2)[CH2:9][CH2:8][N:7]([C@H:10]([C:12]2[CH:17]=[CH:16][C:15](B3OC(C)(C)C(C)(C)O3)=[CH:14][CH:13]=2)[CH3:11])[C:6](=O)[CH2:5]1)[CH:2]=[CH2:3].Br[C:36]1[CH:37]=[CH:38][C:39](=[O:43])[N:40]([CH3:42])[CH:41]=1.C([O-])([O-])=[O:45].[Cs+].[Cs+]. (6) Given the product [C:10]([C:12]1[CH:13]=[CH:14][C:15]([N:18]=[C:19]2[S:20][CH2:8][C:3]3([CH2:7][CH2:6][CH2:5][CH2:4]3)[NH:2]2)=[CH:16][CH:17]=1)#[N:11], predict the reactants needed to synthesize it. The reactants are: Cl.[NH2:2][C:3]1([CH2:8]Cl)[CH2:7][CH2:6][CH2:5][CH2:4]1.[C:10]([C:12]1[CH:17]=[CH:16][C:15]([N:18]=[C:19]=[S:20])=[CH:14][CH:13]=1)#[N:11]. (7) Given the product [Cl:1][C:2]1[CH:7]=[CH:6][C:5]([CH:8]([C:20]2[CH:21]=[C:22]([CH:26]=[CH:27][CH:28]=2)[C:23]([N:31]([CH2:32][CH2:33][OH:34])[CH3:30])=[O:25])[CH2:9][C:10]([C:12]2[CH:17]=[CH:16][C:15](=[O:18])[N:14]([CH3:19])[CH:13]=2)=[O:11])=[C:4]([F:29])[CH:3]=1, predict the reactants needed to synthesize it. The reactants are: [Cl:1][C:2]1[CH:7]=[CH:6][C:5]([CH:8]([C:20]2[CH:21]=[C:22]([CH:26]=[CH:27][CH:28]=2)[C:23]([OH:25])=O)[CH2:9][C:10]([C:12]2[CH:17]=[CH:16][C:15](=[O:18])[N:14]([CH3:19])[CH:13]=2)=[O:11])=[C:4]([F:29])[CH:3]=1.[CH3:30][NH:31][CH2:32][CH2:33][OH:34].F[P-](F)(F)(F)(F)F.N1(O[P+](N(C)C)(N(C)C)N(C)C)C2C=CC=CC=2N=N1. (8) Given the product [NH2:1][C:2]1[C:10]([N+:11]([O-:13])=[O:12])=[CH:9][CH:8]=[CH:7][C:3]=1[C:4]([NH2:21])=[O:5], predict the reactants needed to synthesize it. The reactants are: [NH2:1][C:2]1[C:10]([N+:11]([O-:13])=[O:12])=[CH:9][CH:8]=[CH:7][C:3]=1[C:4](O)=[O:5].F[P-](F)(F)(F)(F)F.[N:21]1(O[P+](N(C)C)(N(C)C)N(C)C)C2C=CC=CC=2N=N1.[NH4+].[Cl-].CCN(C(C)C)C(C)C.